From a dataset of Forward reaction prediction with 1.9M reactions from USPTO patents (1976-2016). Predict the product of the given reaction. (1) Given the reactants Br[CH:2]([CH3:12])[C:3]([C:5]1[CH:10]=[CH:9][C:8]([Cl:11])=[CH:7][CH:6]=1)=O.[S:13]1[CH:17]=[CH:16][C:15]([CH2:18][C:19]([OH:21])=[O:20])=[CH:14]1.N12CCCN=C1CCCCC2.Cl.CN(C=[O:38])C, predict the reaction product. The product is: [Cl:11][C:8]1[CH:9]=[CH:10][C:5]([C:3]2[C:2]([OH:38])([CH3:12])[O:20][C:19](=[O:21])[C:18]=2[C:15]2[CH:16]=[CH:17][S:13][CH:14]=2)=[CH:6][CH:7]=1. (2) Given the reactants [F:1][C:2]1[CH:7]=[CH:6][C:5]([CH:8]([C:21]2[N:25]([CH3:26])[CH:24]=[N:23][CH:22]=2)[O:9][N:10]2C(=O)C3C(=CC=CC=3)C2=O)=[CH:4][CH:3]=1.CNN, predict the reaction product. The product is: [F:1][C:2]1[CH:3]=[CH:4][C:5]([CH:8]([C:21]2[N:25]([CH3:26])[CH:24]=[N:23][CH:22]=2)[O:9][NH2:10])=[CH:6][CH:7]=1.